Dataset: Reaction yield outcomes from USPTO patents with 853,638 reactions. Task: Predict the reaction yield, written as a fraction of the theoretical maximum amount of product (1.0 means a 100% yield; for example, 0.34 means a 34% yield). (1) The reactants are [Cl:1][C:2]1[CH:3]=[C:4]([CH2:22]Cl)[C:5]([CH:8]([NH:14][C:15](=[O:21])[O:16][C:17]([CH3:20])([CH3:19])[CH3:18])[CH:9]2[CH2:13][CH2:12][O:11][CH2:10]2)=[N:6][CH:7]=1.[H-].[Na+]. The catalyst is CN(C=O)C. The product is [Cl:1][C:2]1[CH:3]=[C:4]2[CH2:22][N:14]([C:15]([O:16][C:17]([CH3:20])([CH3:19])[CH3:18])=[O:21])[CH:8]([CH:9]3[CH2:13][CH2:12][O:11][CH2:10]3)[C:5]2=[N:6][CH:7]=1. The yield is 0.910. (2) The reactants are [C:1]([C:3]1[C:4]2[S:25][C:24](Br)=[CH:23][C:5]=2[C:6]([NH:9][C@H:10]2[CH2:15][CH2:14][CH2:13][N:12]([C:16]([O:18][C:19]([CH3:22])([CH3:21])[CH3:20])=[O:17])[CH2:11]2)=N[CH:8]=1)#[N:2].[CH:27]([C:29]1[CH:30]=[C:31](B(O)O)[CH:32]=[CH:33][CH:34]=1)=[O:28].[C:38](=O)([O-])[O-].[Cs+].[Cs+]. The catalyst is O1CCOCC1.O.C1C=CC([P]([Pd]([P](C2C=CC=CC=2)(C2C=CC=CC=2)C2C=CC=CC=2)([P](C2C=CC=CC=2)(C2C=CC=CC=2)C2C=CC=CC=2)[P](C2C=CC=CC=2)(C2C=CC=CC=2)C2C=CC=CC=2)(C2C=CC=CC=2)C2C=CC=CC=2)=CC=1. The product is [C:1]([C:3]1[C:4]2[S:25][C:24]([C:33]3[CH:32]=[CH:31][CH:30]=[C:29]([CH:27]=[O:28])[CH:34]=3)=[CH:23][C:5]=2[C:6]([NH:9][C@H:10]2[CH2:15][CH2:14][CH2:13][N:12]([C:16]([O:18][C:19]([CH3:21])([CH3:20])[CH3:22])=[O:17])[CH2:11]2)=[CH:38][CH:8]=1)#[N:2]. The yield is 0.350. (3) The reactants are [C:1](=[O:12])(OC(Cl)(Cl)Cl)[O:2][C:3](Cl)(Cl)Cl.[NH2:13][C:14]1C=[CH:18][CH:17]=[CH:16][C:15]=1O.C(N(CC)CC)C. The catalyst is ClCCl.O.C(O)C. The product is [O:2]1[C:3]2[CH:18]=[CH:17][CH:16]=[CH:15][C:14]=2[NH:13][C:1]1=[O:12]. The yield is 0.480.